Dataset: NCI-60 drug combinations with 297,098 pairs across 59 cell lines. Task: Regression. Given two drug SMILES strings and cell line genomic features, predict the synergy score measuring deviation from expected non-interaction effect. (1) Drug 1: COC1=NC(=NC2=C1N=CN2C3C(C(C(O3)CO)O)O)N. Drug 2: CN(CCCl)CCCl.Cl. Cell line: M14. Synergy scores: CSS=7.08, Synergy_ZIP=-1.21, Synergy_Bliss=-2.26, Synergy_Loewe=-7.15, Synergy_HSA=-3.24. (2) Drug 1: CN1C(=O)N2C=NC(=C2N=N1)C(=O)N. Drug 2: B(C(CC(C)C)NC(=O)C(CC1=CC=CC=C1)NC(=O)C2=NC=CN=C2)(O)O. Cell line: NCIH23. Synergy scores: CSS=37.1, Synergy_ZIP=-3.06, Synergy_Bliss=-7.40, Synergy_Loewe=-14.7, Synergy_HSA=-6.72. (3) Synergy scores: CSS=22.9, Synergy_ZIP=3.19, Synergy_Bliss=4.48, Synergy_Loewe=5.16, Synergy_HSA=4.94. Cell line: LOX IMVI. Drug 2: CC1=C2C(C(=O)C3(C(CC4C(C3C(C(C2(C)C)(CC1OC(=O)C(C(C5=CC=CC=C5)NC(=O)OC(C)(C)C)O)O)OC(=O)C6=CC=CC=C6)(CO4)OC(=O)C)O)C)O. Drug 1: CCCCCOC(=O)NC1=NC(=O)N(C=C1F)C2C(C(C(O2)C)O)O. (4) Drug 1: CC1C(C(=O)NC(C(=O)N2CCCC2C(=O)N(CC(=O)N(C(C(=O)O1)C(C)C)C)C)C(C)C)NC(=O)C3=C4C(=C(C=C3)C)OC5=C(C(=O)C(=C(C5=N4)C(=O)NC6C(OC(=O)C(N(C(=O)CN(C(=O)C7CCCN7C(=O)C(NC6=O)C(C)C)C)C)C(C)C)C)N)C. Drug 2: CC1=C(C(CCC1)(C)C)C=CC(=CC=CC(=CC(=O)O)C)C. Cell line: SN12C. Synergy scores: CSS=23.4, Synergy_ZIP=-0.823, Synergy_Bliss=4.29, Synergy_Loewe=-0.229, Synergy_HSA=8.05. (5) Drug 1: C1CCC(CC1)NC(=O)N(CCCl)N=O. Drug 2: CC=C1C(=O)NC(C(=O)OC2CC(=O)NC(C(=O)NC(CSSCCC=C2)C(=O)N1)C(C)C)C(C)C. Cell line: SF-539. Synergy scores: CSS=51.7, Synergy_ZIP=-0.862, Synergy_Bliss=-3.96, Synergy_Loewe=-13.1, Synergy_HSA=-1.10. (6) Cell line: HOP-92. Drug 2: C(CCl)NC(=O)N(CCCl)N=O. Synergy scores: CSS=0.453, Synergy_ZIP=-1.85, Synergy_Bliss=-5.36, Synergy_Loewe=-10.3, Synergy_HSA=-6.42. Drug 1: CN(C)C1=NC(=NC(=N1)N(C)C)N(C)C. (7) Drug 1: CN(CC1=CN=C2C(=N1)C(=NC(=N2)N)N)C3=CC=C(C=C3)C(=O)NC(CCC(=O)O)C(=O)O. Drug 2: CC1CCC2CC(C(=CC=CC=CC(CC(C(=O)C(C(C(=CC(C(=O)CC(OC(=O)C3CCCCN3C(=O)C(=O)C1(O2)O)C(C)CC4CCC(C(C4)OC)O)C)C)O)OC)C)C)C)OC. Cell line: IGROV1. Synergy scores: CSS=8.59, Synergy_ZIP=-4.05, Synergy_Bliss=-2.10, Synergy_Loewe=-12.7, Synergy_HSA=-3.84.